From a dataset of Reaction yield outcomes from USPTO patents with 853,638 reactions. Predict the reaction yield, written as a fraction of the theoretical maximum amount of product (1.0 means a 100% yield; for example, 0.34 means a 34% yield). (1) The reactants are C1C=C(Cl)C=C(C(OO)=[O:9])C=1.[CH2:12]([N:16]([C:29]1[CH:34]=[CH:33][CH:32]=[CH:31][CH:30]=1)[S:17]([C:20]1[CH:25]=[CH:24][CH:23]=[CH:22][C:21]=1[N+:26]([O-:28])=[O:27])(=[O:19])=[O:18])[CH2:13][CH:14]=[CH2:15]. The catalyst is C(Cl)(Cl)Cl.O.C([O-])(O)=O.[Na+]. The product is [N+:26]([C:21]1[CH:22]=[CH:23][CH:24]=[CH:25][C:20]=1[S:17]([N:16]([CH2:12][CH2:13][CH:14]1[CH2:15][O:9]1)[C:29]1[CH:34]=[CH:33][CH:32]=[CH:31][CH:30]=1)(=[O:19])=[O:18])([O-:28])=[O:27]. The yield is 0.969. (2) The reactants are [CH2:1]([N:8]([CH3:15])[CH2:9][CH2:10][O:11][CH2:12][CH2:13][OH:14])[C:2]1[CH:7]=[CH:6][CH:5]=[CH:4][CH:3]=1.[OH-].[Na+].Br[CH2:19][C:20]([O:22]C(C)(C)C)=[O:21].CO. The catalyst is ClCCl.O.CCCC[N+](CCCC)(CCCC)CCCC.[Cl-]. The product is [CH2:1]([N:8]([CH3:15])[CH2:9][CH2:10][O:11][CH2:12][CH2:13][O:14][CH2:19][C:20]([OH:22])=[O:21])[C:2]1[CH:7]=[CH:6][CH:5]=[CH:4][CH:3]=1. The yield is 0.780. (3) The reactants are [CH:1](=[C:3]1/[CH2:4][CH2:5][C@@H:6]2[C@:11]/1([CH3:12])[CH2:10][CH2:9][CH2:8][C@@H:7]2[OH:13])\[CH3:2].ClC1C=CC=C(C(OO)=[O:22])C=1.C(=O)([O-])O.[Na+].S([O-])([O-])=O.[Na+].[Na+]. The catalyst is C(OCC)(=O)C.CCCCCCC. The product is [CH3:2][C@@H:1]1[O:22][C@@:3]21[C@:11]1([CH3:12])[C@H:6]([C@@H:7]([OH:13])[CH2:8][CH2:9][CH2:10]1)[CH2:5][CH2:4]2. The yield is 0.610. (4) The yield is 0.480. The reactants are [Cl:1][C:2]1[CH:7]=[CH:6][C:5]([C:8]2[C:13]([CH:14]=[O:15])=[CH:12][N:11]=[CH:10][CH:9]=2)=[C:4]([F:16])[CH:3]=1.[CH:17]1([Mg]Br)[CH2:19][CH2:18]1. The catalyst is C1COCC1. The product is [Cl:1][C:2]1[CH:7]=[CH:6][C:5]([C:8]2[CH:9]=[CH:10][N:11]=[CH:12][C:13]=2[CH:14]([CH:17]2[CH2:19][CH2:18]2)[OH:15])=[C:4]([F:16])[CH:3]=1. (5) The reactants are [N+:1]([C:4]1[CH:9]=[C:8]([C:10]([F:13])([F:12])[F:11])[CH:7]=[CH:6][C:5]=1[N:14]1[CH:18]=[CH:17][CH:16]=[N:15]1)([O-])=O. The catalyst is CCO. The product is [N:14]1([C:5]2[CH:6]=[CH:7][C:8]([C:10]([F:11])([F:12])[F:13])=[CH:9][C:4]=2[NH2:1])[CH:18]=[CH:17][CH:16]=[N:15]1. The yield is 0.480. (6) The reactants are I(O)(=O)(=O)=O.[I:6]I.S(=O)(=O)(O)O.[Cl:13][C:14]1[C:19]([F:20])=[CH:18][CH:17]=[C:16]([Cl:21])[C:15]=1[C@H:22]([O:24][C:25]1[C:26]([NH2:31])=[N:27][CH:28]=[CH:29][CH:30]=1)[CH3:23]. The catalyst is C(O)(=O)C.O. The product is [I:6][C:29]1[CH:30]=[C:25]([O:24][C@@H:22]([C:15]2[C:16]([Cl:21])=[CH:17][CH:18]=[C:19]([F:20])[C:14]=2[Cl:13])[CH3:23])[C:26]([NH2:31])=[N:27][CH:28]=1. The yield is 0.616.